From a dataset of Experimentally validated miRNA-target interactions with 360,000+ pairs, plus equal number of negative samples. Binary Classification. Given a miRNA mature sequence and a target amino acid sequence, predict their likelihood of interaction. (1) The miRNA is hsa-miR-7107-3p with sequence UGGUCUGUUCAUUCUCUCUUUUUGGCC. The protein sequence of the target gene is MSCRGRGAGGRWNSTSWSTGCKLPASPRRVSRCSPTGLIKLAFLFSKTRCKFFSLTETPEDYTIIVDEEGFLELPSSEHLSVADATWLALNVVSGGGSFSSSQPIGMTKIAKSVIAPLADQNISVFMLSTYQTDFILVLKRDLPFVTHTLSSEFTILWSVARL. Result: 0 (no interaction). (2) The miRNA is hsa-miR-6887-5p with sequence UGGGGGGACAGAUGGAGAGGACA. The protein sequence of the target gene is MSEGESQTVLSSGSDPKVESSSSAPGLTSVSPPVTSTTSAASPEEEEESEDESEILEESPCGRWQKRREEVNQRNVPGIDSAYLAMDTEEGVEVVWNEVQFSERKNYKLQEEKVRAVFDNLIQLEHLNIVKFHKYWADIKENKARVIFITEYMSSGSLKQFLKKTKKNHKTMNEKAWKRWCTQILSALSYLHSCDPPIIHGNLTCDTIFIQHNGLIKIGSVAPDTINNHVKTCREEQKNLHFFAPEYGEVTNVTTAVDIYSFGMCALEMAVLEIQGNGESSYVPQEAISSAIQLLEDPLQ.... Result: 1 (interaction). (3) The miRNA is hsa-miR-665 with sequence ACCAGGAGGCUGAGGCCCCU. The protein sequence of the target gene is MATVPGLQPLPTLEQDLEQEEILIVKVEEDFCLEEEPSVETEDPSPETFRQLFRLFCYQEVAGPREALSRLWELCCRWLRPELRTKEQILELLVLEQFLTVLPGEIQARVREQQPESGEEAVVLVEGLQRKPRKHRQRGSELLSDDEVPLGIGGQFLKHQAEAQPEDLSLEEEARFSSQQPPAQLSHRPQRGPLLWPERGPPAPRHQEMASASPFLSAWSQVPVNLEDVAVYLSGEEPRCMDPAQRDAPLENEGPGIQLEDGGDGREDAPLRMEWYRVLSARCQGPGHPLPGQRPAPVRG.... Result: 1 (interaction). (4) The miRNA is hsa-miR-4489 with sequence UGGGGCUAGUGAUGCAGGACG. The protein sequence of the target gene is MAQGLIEVERKFLPGPGTEERLQELGGTLEYRVTFRDTYYDTPELSLMQADHWLRRREDSGWELKCPGAAGVLGPHTEYKELTAEPTIVAQLCKVLRADGLGAGDVAAVLGPLGLQEVASFVTKRSAWKLVLLGADEEEPQLRVDLDTADFGYAVGEVEALVHEEAEVPTALEKIHRLSSMLGVPAQETAPAKLIVYLQRFRPQDYQRLLEVNSSRERPQETEDPDHCLG. Result: 0 (no interaction). (5) The miRNA is hsa-miR-4305 with sequence CCUAGACACCUCCAGUUC. The protein sequence of the target gene is MRPTWKALSHPAWPEEKNKQILVLGLDGAGKTSVLHSLASNRVQHSVAPTQGFHAVCINTEDSQMEFLEIGGSKPFRSYWEMYLSKGLLLIFVVDSADHSRLPEAKKYLHQLIAANPVLPLVVFANKQDLEAAYHITDIHEALALSEVGNDRKMFLFGTYLTKNGSEIPSTMQDAKDLIAQLAADVQ. Result: 0 (no interaction).